Dataset: Forward reaction prediction with 1.9M reactions from USPTO patents (1976-2016). Task: Predict the product of the given reaction. Given the reactants [Br:1][C:2]1[C:3](=[O:28])[N:4]([CH2:19][C:20]2[O:24][C:23]([C:25](O)=[O:26])=[CH:22][CH:21]=2)[C:5]([CH3:18])=[CH:6][C:7]=1[O:8][CH2:9][C:10]1[CH:15]=[CH:14][C:13]([F:16])=[CH:12][C:11]=1[F:17].CSC.B, predict the reaction product. The product is: [Br:1][C:2]1[C:3](=[O:28])[N:4]([CH2:19][C:20]2[O:24][C:23]([CH2:25][OH:26])=[CH:22][CH:21]=2)[C:5]([CH3:18])=[CH:6][C:7]=1[O:8][CH2:9][C:10]1[CH:15]=[CH:14][C:13]([F:16])=[CH:12][C:11]=1[F:17].